Regression. Given two drug SMILES strings and cell line genomic features, predict the synergy score measuring deviation from expected non-interaction effect. From a dataset of NCI-60 drug combinations with 297,098 pairs across 59 cell lines. Drug 1: CC1OCC2C(O1)C(C(C(O2)OC3C4COC(=O)C4C(C5=CC6=C(C=C35)OCO6)C7=CC(=C(C(=C7)OC)O)OC)O)O. Drug 2: CC1=C(C(=CC=C1)Cl)NC(=O)C2=CN=C(S2)NC3=CC(=NC(=N3)C)N4CCN(CC4)CCO. Cell line: OVCAR3. Synergy scores: CSS=46.4, Synergy_ZIP=1.98, Synergy_Bliss=1.24, Synergy_Loewe=7.44, Synergy_HSA=11.3.